From a dataset of Full USPTO retrosynthesis dataset with 1.9M reactions from patents (1976-2016). Predict the reactants needed to synthesize the given product. (1) Given the product [NH2:12][C:7]1[CH:6]=[C:5]([O:19][CH3:20])[C:4]([C:1](=[O:3])[CH3:2])=[C:9]([O:10][CH3:11])[CH:8]=1, predict the reactants needed to synthesize it. The reactants are: [C:1]([C:4]1[C:9]([O:10][CH3:11])=[CH:8][C:7]([NH:12]C(=O)C(F)(F)F)=[CH:6][C:5]=1[O:19][CH3:20])(=[O:3])[CH3:2].C(=O)([O-])[O-].[K+].[K+]. (2) Given the product [Cl:1][C:2]1[CH:11]=[C:10]2[C:5]([C:6](=[O:18])[C:7]([C:15]([OH:17])=[O:16])=[CH:8][N:9]2[CH:12]2[CH2:14][CH2:13]2)=[CH:4][C:3]=1[NH:20][CH2:21][CH2:22][O:23][CH2:24][CH2:25][OH:26], predict the reactants needed to synthesize it. The reactants are: [Cl:1][C:2]1[CH:11]=[C:10]2[C:5]([C:6](=[O:18])[C:7]([C:15]([OH:17])=[O:16])=[CH:8][N:9]2[CH:12]2[CH2:14][CH2:13]2)=[CH:4][C:3]=1F.[NH2:20][CH2:21][CH2:22][O:23][CH2:24][CH2:25][OH:26]. (3) Given the product [CH2:1]=[O:2].[C:9]1([OH:10])[CH:16]=[CH:15][CH:13]=[CH:12][CH:11]=1, predict the reactants needed to synthesize it. The reactants are: [C:1]1(C=CC=C(O)C=1)[OH:2].[C:9]1([CH:16]=[CH:15][C:13](O)=[CH:12][CH:11]=1)[OH:10].OC1C=CC(CC2C=CC(O)=CC=2)=CC=1.OC1C=CC(C(C2C=CC(O)=CC=2)(C)C)=CC=1.BrC1C=C(C(C2C=C(Br)C(O)=C(Br)C=2)(C)C)C=C(Br)C=1O.C1C(O)=CC=C(S(C2C=CC(O)=CC=2)(=O)=O)C=1. (4) The reactants are: COC([N:5]1[C:13]2[C:8](=[C:9]([NH:14][C:15]([O:17]N3C(=O)CCC3=O)=O)[CH:10]=[CH:11][CH:12]=2)[CH:7]=[N:6]1)=O.[NH2:25][CH:26]1[C:34]2[C:29](=[CH:30][C:31]([C:35]([CH3:39])([CH3:38])[C:36]#[N:37])=[CH:32][CH:33]=2)[CH2:28][CH2:27]1.CCN(C(C)C)C(C)C.CO. Given the product [C:36]([C:35]([C:31]1[CH:30]=[C:29]2[C:34](=[CH:33][CH:32]=1)[CH:26]([NH:25][C:15]([NH:14][C:9]1[CH:10]=[CH:11][CH:12]=[C:13]3[C:8]=1[CH:7]=[N:6][NH:5]3)=[O:17])[CH2:27][CH2:28]2)([CH3:39])[CH3:38])#[N:37], predict the reactants needed to synthesize it. (5) Given the product [F:7]/[C:6](=[C:30](/[C:27]1[CH:28]=[C:29]2[C:24](=[CH:25][C:26]=1[O:34][CH3:35])[O:23][C:22]([CH3:37])([CH3:36])[CH:21]=[C:20]2[C:16]([CH3:17])([CH3:19])[CH3:18])\[CH2:31][CH3:32])/[C:4]([O:3][CH2:2][CH3:1])=[O:5], predict the reactants needed to synthesize it. The reactants are: [CH3:1][CH2:2][O:3][C:4]([CH:6](P(OCC)(OCC)=O)[F:7])=[O:5].[C:16]([C:20]1[C:29]2[C:24](=[CH:25][C:26]([O:34][CH3:35])=[C:27]([C:30](=O)[CH2:31][CH3:32])[CH:28]=2)[O:23][C:22]([CH3:37])([CH3:36])[CH:21]=1)([CH3:19])([CH3:18])[CH3:17]. (6) Given the product [O:15]=[C:13]([N:27]1[CH2:28][CH2:29][CH:24]([O:23][C:20]2[CH:21]=[CH:22][C:17]([CH3:30])=[CH:18][CH:19]=2)[CH2:25][CH2:26]1)[C:12]([NH:11][C:9]1[CH:8]=[CH:7][C:5]2[NH:6][C:2](=[O:1])[S:3][C:4]=2[CH:10]=1)=[O:16], predict the reactants needed to synthesize it. The reactants are: [O:1]=[C:2]1[NH:6][C:5]2[CH:7]=[CH:8][C:9]([NH:11][C:12](=[O:16])[C:13]([OH:15])=O)=[CH:10][C:4]=2[S:3]1.[C:17]1([CH3:30])[CH:22]=[CH:21][C:20]([O:23][CH:24]2[CH2:29][CH2:28][NH:27][CH2:26][CH2:25]2)=[CH:19][CH:18]=1. (7) Given the product [F:1][C:2]([F:7])([F:6])[C:3]([OH:5])=[O:4].[Cl:15][C:16]1[CH:17]=[N:18][C:19]2[NH:20][C:21]3[CH:22]=[CH:23][CH:24]=[C:25]([CH:38]=3)[CH2:26][CH2:27][C:28]3[CH:36]=[C:32]([NH:33][C:34]=1[N:35]=2)[CH:31]=[C:30]([NH:37][C:44]([C:43]1[O:39][N:40]=[CH:41][CH:42]=1)=[O:45])[CH:29]=3, predict the reactants needed to synthesize it. The reactants are: [F:1][C:2]([F:7])([F:6])[C:3]([OH:5])=[O:4].FC(F)(F)C(O)=O.[Cl:15][C:16]1[CH:17]=[N:18][C:19]2[NH:20][C:21]3[CH:22]=[CH:23][CH:24]=[C:25]([CH:38]=3)[CH2:26][CH2:27][C:28]3[CH:36]=[C:32]([NH:33][C:34]=1[N:35]=2)[CH:31]=[C:30]([NH2:37])[CH:29]=3.[O:39]1[C:43]([C:44](Cl)=[O:45])=[CH:42][CH:41]=[N:40]1. (8) Given the product [CH:10]1([CH:8]([C:4]2[S:3][C:2]([Br:1])=[N:6][C:5]=2[Br:7])[OH:9])[CH2:15][CH2:14][CH2:13][CH2:12][CH2:11]1, predict the reactants needed to synthesize it. The reactants are: [Br:1][C:2]1[S:3][C:4]([CH:8]=[O:9])=[C:5]([Br:7])[N:6]=1.[CH:10]1([Mg]Cl)[CH2:15][CH2:14][CH2:13][CH2:12][CH2:11]1.